Dataset: Catalyst prediction with 721,799 reactions and 888 catalyst types from USPTO. Task: Predict which catalyst facilitates the given reaction. (1) Reactant: [F:1][C:2](=[C:5]([CH3:7])[CH3:6])[CH2:3]O.[C:8]1(=[O:18])[NH:12][C:11](=[O:13])[C:10]2=[CH:14][CH:15]=[CH:16][CH:17]=[C:9]12.C1C=CC(P(C2C=CC=CC=2)C2C=CC=CC=2)=CC=1.CCOC(/N=N/C(OCC)=O)=O. Product: [F:1][C:2](=[C:5]([CH3:7])[CH3:6])[CH2:3][N:12]1[C:8](=[O:18])[C:9]2[C:10](=[CH:14][CH:15]=[CH:16][CH:17]=2)[C:11]1=[O:13]. The catalyst class is: 1. (2) Reactant: [CH2:1]([N:4]1[CH2:9][CH2:8][CH:7]([C:10]([NH2:12])=O)[CH2:6][CH2:5]1)[CH2:2][CH3:3].[H-].[H-].[H-].[H-].[Li+].[Al+3].[OH-].[Na+].[O-]S([O-])(=O)=O.[Na+].[Na+]. Product: [NH2:12][CH2:10][CH:7]1[CH2:8][CH2:9][N:4]([CH2:1][CH2:2][CH3:3])[CH2:5][CH2:6]1. The catalyst class is: 20. (3) Reactant: [Si]([O:8][CH2:9][C@@H:10]1[C@@H:14]([O:15][Si:16]([CH:23]([CH3:25])[CH3:24])([CH:20]([CH3:22])[CH3:21])[CH:17]([CH3:19])[CH3:18])[CH2:13][C@H:12]([NH:26][C:27]2[C:32]([C:33]([C:35]3[S:36][CH:37]=[C:38]([CH2:40][CH2:41][C:42]4[CH:47]=[CH:46][CH:45]=[CH:44][C:43]=4[O:48][CH3:49])[CH:39]=3)=[O:34])=[CH:31][N:30]=[CH:29][N:28]=2)[CH2:11]1)(C(C)(C)C)(C)C.Cl. Product: [OH:8][CH2:9][C@@H:10]1[C@@H:14]([O:15][Si:16]([CH:23]([CH3:24])[CH3:25])([CH:20]([CH3:22])[CH3:21])[CH:17]([CH3:18])[CH3:19])[CH2:13][C@H:12]([NH:26][C:27]2[C:32]([C:33]([C:35]3[S:36][CH:37]=[C:38]([CH2:40][CH2:41][C:42]4[CH:47]=[CH:46][CH:45]=[CH:44][C:43]=4[O:48][CH3:49])[CH:39]=3)=[O:34])=[CH:31][N:30]=[CH:29][N:28]=2)[CH2:11]1. The catalyst class is: 14. (4) Reactant: CCCP1(OP(CCC)(=O)OP(CCC)(=O)O1)=O.[C:19]([NH:23][C:24](=[O:39])[C:25]1[CH:30]=[CH:29][CH:28]=[C:27]([CH2:31][N:32]2[CH2:37][CH2:36][NH:35][CH2:34][C@H:33]2[CH3:38])[CH:26]=1)([CH3:22])([CH3:21])[CH3:20].[NH2:40][C:41]1[CH:49]=[CH:48][C:44]([C:45](O)=[O:46])=[CH:43][C:42]=1[F:50].C(N(CC)CC)C. Product: [NH2:40][C:41]1[CH:49]=[CH:48][C:44]([C:45]([N:35]2[CH2:36][CH2:37][N:32]([CH2:31][C:27]3[CH:26]=[C:25]([CH:30]=[CH:29][CH:28]=3)[C:24]([NH:23][C:19]([CH3:22])([CH3:20])[CH3:21])=[O:39])[C@H:33]([CH3:38])[CH2:34]2)=[O:46])=[CH:43][C:42]=1[F:50]. The catalyst class is: 4. (5) The catalyst class is: 7. Product: [O:26]1[CH:30]=[CH:29][CH:28]=[C:27]1[C:31]([NH:1][C:2]1[CH:3]=[C:4]([C:8]2[C:16]3[C:11](=[CH:12][CH:13]=[C:14]([C:17]([NH2:19])=[O:18])[CH:15]=3)[N:10]([CH:20]3[CH2:25][CH2:24][CH2:23][CH2:22][O:21]3)[N:9]=2)[CH:5]=[CH:6][CH:7]=1)=[O:32]. Reactant: [NH2:1][C:2]1[CH:3]=[C:4]([C:8]2[C:16]3[C:11](=[CH:12][CH:13]=[C:14]([C:17]([NH2:19])=[O:18])[CH:15]=3)[N:10]([CH:20]3[CH2:25][CH2:24][CH2:23][CH2:22][O:21]3)[N:9]=2)[CH:5]=[CH:6][CH:7]=1.[O:26]1[CH:30]=[CH:29][CH:28]=[C:27]1[C:31](Cl)=[O:32].C(N(CC)CC)C.